This data is from CYP2D6 substrate classification data from Carbon-Mangels et al.. The task is: Regression/Classification. Given a drug SMILES string, predict its absorption, distribution, metabolism, or excretion properties. Task type varies by dataset: regression for continuous measurements (e.g., permeability, clearance, half-life) or binary classification for categorical outcomes (e.g., BBB penetration, CYP inhibition). Dataset: cyp2d6_substrate_carbonmangels. (1) The drug is COC(=O)[C@H]1[C@@H](OC(=O)c2ccccc2)C[C@@H]2CC[C@H]1N2C. The result is 0 (non-substrate). (2) The result is 0 (non-substrate). The drug is CN(C)/N=N\c1[nH]cnc1C(N)=O. (3) The drug is CC(=O)Nc1ccc(O)cc1. The result is 1 (substrate). (4) The compound is CC#C[C@]1(O)CC[C@H]2[C@@H]3CCC4=CC(=O)CCC4=C3[C@@H](c3ccc(N(C)C)cc3)C[C@@]21C. The result is 0 (non-substrate). (5) The compound is CCCN(CCC)CCc1cccc2c1CC(=O)N2. The result is 0 (non-substrate).